From a dataset of Full USPTO retrosynthesis dataset with 1.9M reactions from patents (1976-2016). Predict the reactants needed to synthesize the given product. Given the product [C:13]([C:17]1[CH:22]=[CH:21][C:20]([S:23]([NH:1][C:2]2[CH:11]=[CH:10][C:5]([C:6]([O:8][CH3:9])=[O:7])=[C:4]([OH:12])[CH:3]=2)(=[O:25])=[O:24])=[CH:19][CH:18]=1)([CH3:16])([CH3:14])[CH3:15], predict the reactants needed to synthesize it. The reactants are: [NH2:1][C:2]1[CH:3]=[C:4]([OH:12])[C:5](=[CH:10][CH:11]=1)[C:6]([O:8][CH3:9])=[O:7].[C:13]([C:17]1[CH:22]=[CH:21][C:20]([S:23](Cl)(=[O:25])=[O:24])=[CH:19][CH:18]=1)([CH3:16])([CH3:15])[CH3:14].